From a dataset of Catalyst prediction with 721,799 reactions and 888 catalyst types from USPTO. Predict which catalyst facilitates the given reaction. Reactant: [NH2:1][C@@H:2]1[CH2:7][CH2:6][CH2:5][CH2:4][C@H:3]1[OH:8].S=[C:10]1[CH2:14][S:13][C:12](=[O:15])[NH:11]1. Product: [OH:8][C@@H:3]1[CH2:4][CH2:5][CH2:6][CH2:7][C@H:2]1[NH:1][C:10]1[CH2:14][S:13][C:12](=[O:15])[N:11]=1. The catalyst class is: 8.